The task is: Predict the reactants needed to synthesize the given product.. This data is from Full USPTO retrosynthesis dataset with 1.9M reactions from patents (1976-2016). (1) Given the product [F:1][C:2]1[CH:7]=[CH:6][C:5]([C@H:8]([NH:10][C@H:11]2[CH2:15][CH2:14][C@@H:13]([C:16]3[CH:21]=[CH:20][C:19]([NH:26][CH2:27][CH2:28][CH2:29][S:30]([NH2:33])(=[O:32])=[O:31])=[N:18][CH:17]=3)[CH2:12]2)[CH3:9])=[CH:4][C:3]=1[O:23][CH3:24], predict the reactants needed to synthesize it. The reactants are: [F:1][C:2]1[CH:7]=[CH:6][C:5]([C@H:8]([NH:10][C@H:11]2[CH2:15][CH2:14][C@@H:13]([C:16]3[CH:17]=[N:18][C:19](F)=[CH:20][CH:21]=3)[CH2:12]2)[CH3:9])=[CH:4][C:3]=1[O:23][CH3:24].Cl.[NH2:26][CH2:27][CH2:28][CH2:29][S:30]([NH2:33])(=[O:32])=[O:31]. (2) Given the product [CH3:1][O:2][C:3]1[C:8]2[N:9]=[C:10]([NH:12][C:34](=[O:35])[C:33]3[CH:37]=[CH:38][N:39]=[C:31]([CH3:30])[CH:32]=3)[S:11][C:7]=2[C:6]([N:13]2[CH2:18][C@@H:17]3[CH2:19][C@H:14]2[CH2:15][O:16]3)=[CH:5][CH:4]=1, predict the reactants needed to synthesize it. The reactants are: [CH3:1][O:2][C:3]1[C:8]2[N:9]=[C:10]([NH2:12])[S:11][C:7]=2[C:6]([N:13]2[CH2:18][C@@H:17]3[CH2:19][C@H:14]2[CH2:15][O:16]3)=[CH:5][CH:4]=1.C(N(C(C)C)C(C)C)C.Cl.[CH3:30][C:31]1[CH:32]=[C:33]([CH:37]=[CH:38][N:39]=1)[C:34](Cl)=[O:35]. (3) Given the product [F:21][C:3]1[C:2]([N:31]2[CH2:30][CH2:29][N:28]([CH2:27][C:26]3[CH:34]=[CH:35][C:23]([F:22])=[CH:24][CH:25]=3)[CH2:33][CH2:32]2)=[CH:20][C:6]2=[N:7][C:8]3[N:9]([CH3:19])[CH:10]=[C:11]([C:16]([OH:18])=[O:17])[C:12](=[O:15])[C:13]=3[CH:14]=[C:5]2[CH:4]=1, predict the reactants needed to synthesize it. The reactants are: Cl[C:2]1[C:3]([F:21])=[CH:4][C:5]2[C:6]([CH:20]=1)=[N:7][C:8]1[N:9]([CH3:19])[CH:10]=[C:11]([C:16]([OH:18])=[O:17])[C:12](=[O:15])[C:13]=1[CH:14]=2.[F:22][C:23]1[CH:35]=[CH:34][C:26]([CH2:27][N:28]2[CH2:33][CH2:32][NH:31][CH2:30][CH2:29]2)=[CH:25][CH:24]=1. (4) Given the product [O:31]=[C:27]1[CH:26]=[C:25]([NH:24][C:42](=[O:43])[CH2:41][C:37]2[CH:38]=[CH:39][CH:40]=[C:35]([O:34][C:33]([F:45])([F:32])[F:46])[CH:36]=2)[CH:30]=[CH:29][NH:28]1, predict the reactants needed to synthesize it. The reactants are: C(P1(=O)OP(CCC)(=O)OP(CCC)(=O)O1)CC.CN(C=O)C.[NH2:24][C:25]1[CH:30]=[CH:29][NH:28][C:27](=[O:31])[CH:26]=1.[F:32][C:33]([F:46])([F:45])[O:34][C:35]1[CH:36]=[C:37]([CH2:41][C:42](O)=[O:43])[CH:38]=[CH:39][CH:40]=1.